The task is: Predict the product of the given reaction.. This data is from Forward reaction prediction with 1.9M reactions from USPTO patents (1976-2016). (1) Given the reactants C(O)C.[CH:4]1([N:8]2[CH2:13][CH2:12][CH:11]([O:14][C:15]3[CH:20]=[CH:19][C:18]([N:21]4[CH:25]=[CH:24][C:23]([C:26]([O:28]C)=[O:27])=[CH:22]4)=[CH:17][CH:16]=3)[CH2:10][CH2:9]2)[CH2:7][CH2:6][CH2:5]1.[OH-].[Na+], predict the reaction product. The product is: [CH:4]1([N:8]2[CH2:13][CH2:12][CH:11]([O:14][C:15]3[CH:16]=[CH:17][C:18]([N:21]4[CH:25]=[CH:24][C:23]([C:26]([OH:28])=[O:27])=[CH:22]4)=[CH:19][CH:20]=3)[CH2:10][CH2:9]2)[CH2:5][CH2:6][CH2:7]1. (2) Given the reactants C1C=CC(P(C2C=CC3C(=CC=CC=3)C=2C2C3C(=CC=CC=3)C=CC=2P(C2C=CC=CC=2)C2C=CC=CC=2)C2C=CC=CC=2)=CC=1.Br[C:48]1[C:49]([C:64]2[O:65][CH:66]=[CH:67][CH:68]=2)=[C:50]([CH3:63])[C:51]([C:61]#[N:62])=[C:52]2[C:56]=1[O:55][C:54]([C:57]([CH3:60])([CH3:59])[CH3:58])=[N:53]2.[CH3:69][N:70]([CH3:76])[C@H:71]1[CH2:75][CH2:74][NH:73][CH2:72]1.CC(C)([O-])C.[Na+], predict the reaction product. The product is: [C:57]([C:54]1[O:55][C:56]2[C:52](=[C:51]([C:61]#[N:62])[C:50]([CH3:63])=[C:49]([C:64]3[O:65][CH:66]=[CH:67][CH:68]=3)[C:48]=2[N:73]2[CH2:74][CH2:75][C@H:71]([N:70]([CH3:76])[CH3:69])[CH2:72]2)[N:53]=1)([CH3:60])([CH3:59])[CH3:58]. (3) Given the reactants [CH3:1][N:2]([CH3:16])[S:3]([CH2:6][CH2:7][C:8]1[CH:13]=[CH:12][C:11]([NH2:14])=[C:10](Br)[CH:9]=1)(=[O:5])=[O:4].C([O-])([O-])=O.[Na+].[Na+].[CH3:23][C:24]1([CH3:39])[CH2:29][CH2:28][C:27](B2OC(C)(C)C(C)(C)O2)=[CH:26][CH2:25]1, predict the reaction product. The product is: [CH3:1][N:2]([CH3:16])[S:3]([CH2:6][CH2:7][C:8]1[CH:13]=[CH:12][C:11]([NH2:14])=[C:10]([C:27]2[CH2:28][CH2:29][C:24]([CH3:39])([CH3:23])[CH2:25][CH:26]=2)[CH:9]=1)(=[O:5])=[O:4]. (4) Given the reactants CC1C=CC(S(OCC2CC3C(C(F)(F)F)=CC=C(Cl)C=3O2)(=O)=O)=CC=1.[N-]=[N+]=[N-].[Na+].[N:31]([CH2:34][CH:35]1[CH2:39][C:38]2[C:40]([C:45]([F:48])([F:47])[F:46])=[CH:41][CH:42]=[C:43]([Cl:44])[C:37]=2[O:36]1)=[N+]=[N-].[N-]=[N+]=[N-], predict the reaction product. The product is: [Cl:44][C:43]1[C:37]2[O:36][CH:35]([CH2:34][NH2:31])[CH2:39][C:38]=2[C:40]([C:45]([F:48])([F:46])[F:47])=[CH:41][CH:42]=1.